Dataset: Forward reaction prediction with 1.9M reactions from USPTO patents (1976-2016). Task: Predict the product of the given reaction. Given the reactants [Br-].[CH3:2][C:3]([CH3:60])([CH3:59])[C:4]([O:6][CH2:7][C:8]1[CH:58]=[CH:57][C:11]([CH2:12][NH:13][C:14]([C:16]2[N:20]([CH:21]([CH3:23])[CH3:22])[C:19]([CH2:24][P+](C3C=CC=CC=3)(C3C=CC=CC=3)C3C=CC=CC=3)=[C:18]([C:44]3[CH:49]=[CH:48][C:47]([F:50])=[CH:46][CH:45]=3)[C:17]=2[C:51]2[CH:56]=[CH:55][CH:54]=[CH:53][CH:52]=2)=[O:15])=[CH:10][CH:9]=1)=[O:5].C[Si]([N-][Si](C)(C)C)(C)C.[Na+].[C:71]([O:75][C:76](=[O:88])[CH2:77][CH:78]1[CH2:83][CH:82]([CH:84]=O)[O:81][C:80]([CH3:87])([CH3:86])[O:79]1)([CH3:74])([CH3:73])[CH3:72], predict the reaction product. The product is: [C:71]([O:75][C:76]([CH2:77][CH:78]1[O:79][C:80]([CH3:87])([CH3:86])[O:81][CH:82]([CH:84]=[CH:24][C:19]2[N:20]([CH:21]([CH3:23])[CH3:22])[C:16]([C:14]([NH:13][CH2:12][C:11]3[CH:10]=[CH:9][C:8]([CH2:7][O:6][C:4](=[O:5])[C:3]([CH3:2])([CH3:60])[CH3:59])=[CH:58][CH:57]=3)=[O:15])=[C:17]([C:51]3[CH:52]=[CH:53][CH:54]=[CH:55][CH:56]=3)[C:18]=2[C:44]2[CH:45]=[CH:46][C:47]([F:50])=[CH:48][CH:49]=2)[CH2:83]1)=[O:88])([CH3:74])([CH3:72])[CH3:73].